Dataset: Catalyst prediction with 721,799 reactions and 888 catalyst types from USPTO. Task: Predict which catalyst facilitates the given reaction. Reactant: Cl.[N:2]1[CH:7]=[CH:6][CH:5]=[CH:4][C:3]=1[C:8](Cl)=[O:9].[NH2:11][C:12]1[CH:17]=[CH:16][C:15]([C:18]2[S:26][C:25]3[C:24](=[O:27])[N:23]=[CH:22][N:21]([CH2:28][C:29]4[CH:34]=[CH:33][C:32]([Cl:35])=[CH:31][CH:30]=4)[C:20]=3[CH:19]=2)=[CH:14][C:13]=1[Cl:36]. Product: [Cl:36][C:13]1[CH:14]=[C:15]([C:18]2[S:26][C:25]3[C:24](=[O:27])[N:23]=[CH:22][N:21]([CH2:28][C:29]4[CH:34]=[CH:33][C:32]([Cl:35])=[CH:31][CH:30]=4)[C:20]=3[CH:19]=2)[CH:16]=[CH:17][C:12]=1[NH:11][C:8]([C:3]1[CH:4]=[CH:5][CH:6]=[CH:7][N:2]=1)=[O:9]. The catalyst class is: 2.